Dataset: Full USPTO retrosynthesis dataset with 1.9M reactions from patents (1976-2016). Task: Predict the reactants needed to synthesize the given product. (1) Given the product [Cl:30][C:27]1[CH:28]=[CH:29][C:24]([CH2:23][N:19]2[C:20]3[C:16](=[CH:15][C:14]([CH:13]=[C:9]4[S:8][C:7]([N:5]5[C@@H:4]([CH2:35][OH:36])[CH2:3][C@@H:2]([NH:1][C:37](=[O:39])[CH3:38])[CH2:6]5)=[N:11][C:10]4=[O:12])=[CH:22][CH:21]=3)[CH:17]=[N:18]2)=[C:25]([C:31]([F:34])([F:33])[F:32])[CH:26]=1, predict the reactants needed to synthesize it. The reactants are: [NH2:1][C@H:2]1[CH2:6][N:5]([C:7]2[S:8][C:9](=[CH:13][C:14]3[CH:15]=[C:16]4[C:20](=[CH:21][CH:22]=3)[N:19]([CH2:23][C:24]3[CH:29]=[CH:28][C:27]([Cl:30])=[CH:26][C:25]=3[C:31]([F:34])([F:33])[F:32])[N:18]=[CH:17]4)[C:10](=[O:12])[N:11]=2)[C@@H:4]([CH2:35][OH:36])[CH2:3]1.[C:37](OC(=O)C)(=[O:39])[CH3:38]. (2) Given the product [CH:1]1([O:7][CH2:8][C@H:9]2[CH2:14][C@H:13]([C:15]3[O:19][NH:18][C:17](=[O:20])[CH:16]=3)[CH2:12][CH2:11][NH:10]2)[CH2:6][CH2:5][CH2:4][CH2:3][CH2:2]1, predict the reactants needed to synthesize it. The reactants are: [CH:1]1([O:7][CH2:8][C@H:9]2[CH2:14][C@H:13]([C:15]3[O:19][NH:18][C:17](=[O:20])[CH:16]=3)[CH2:12][CH2:11][N:10]2C(OC)=O)[CH2:6][CH2:5][CH2:4][CH2:3][CH2:2]1.C(O)(=O)C. (3) Given the product [C:21]([O:24][C:25]([N:8]1[CH2:7][CH2:6][C:5]2[N:4]=[C:3]([Cl:2])[CH:12]=[CH:11][C:10]=2[CH2:9]1)=[O:26])([CH3:23])([CH3:22])[CH3:20], predict the reactants needed to synthesize it. The reactants are: Cl.[Cl:2][C:3]1[CH:12]=[CH:11][C:10]2[CH2:9][NH:8][CH2:7][CH2:6][C:5]=2[N:4]=1.CCN(CC)CC.[CH3:20][C:21]([O:24][C:25](O[C:25]([O:24][C:21]([CH3:23])([CH3:22])[CH3:20])=[O:26])=[O:26])([CH3:23])[CH3:22]. (4) Given the product [Cl:4][CH2:3][CH2:2][O:5][C:6]1[CH:7]=[CH:8][C:9]([CH2:12][C:13]([NH2:15])=[O:14])=[CH:10][CH:11]=1, predict the reactants needed to synthesize it. The reactants are: Br[CH2:2][CH2:3][Cl:4].[OH:5][C:6]1[CH:11]=[CH:10][C:9]([CH2:12][C:13]([NH2:15])=[O:14])=[CH:8][CH:7]=1.[OH-].[K+]. (5) Given the product [NH:1]1[C:5](=[O:6])[CH2:4][CH2:3][C@H:2]1[C:7]([N:9]1[CH2:23][CH2:22][CH2:21][C@H:10]1[C:11]([OH:13])=[O:12])=[O:8], predict the reactants needed to synthesize it. The reactants are: [NH:1]1[C:5](=[O:6])[CH2:4][CH2:3][C@H:2]1[C:7]([N:9]1[CH2:23][CH2:22][CH2:21][C@H:10]1[C:11]([O:13]CC1C=CC=CC=1)=[O:12])=[O:8]. (6) Given the product [ClH:1].[Cl:1][C:2]1[CH:3]=[CH:4][C:5]([O:26][CH2:27][CH:28]([CH3:29])[CH3:30])=[C:6]([CH2:8][C:9]2[O:10][CH:11]=[C:12]([C:14]3[NH:18][C:17]4[CH:19]=[CH:20][C:21]([CH2:23][CH2:24][N:46]([CH3:47])[CH3:45])=[CH:22][C:16]=4[N:15]=3)[N:13]=2)[CH:7]=1, predict the reactants needed to synthesize it. The reactants are: [Cl:1][C:2]1[CH:3]=[CH:4][C:5]([O:26][CH2:27][CH:28]([CH3:30])[CH3:29])=[C:6]([CH2:8][C:9]2[O:10][CH:11]=[C:12]([C:14]3[NH:18][C:17]4[CH:19]=[CH:20][C:21]([CH2:23][CH:24]=O)=[CH:22][C:16]=4[N:15]=3)[N:13]=2)[CH:7]=1.C(O[BH-](OC(=O)C)OC(=O)C)(=O)C.[Na+].[CH3:45][NH:46][CH3:47]. (7) Given the product [CH3:1][O:2][C:3]1[CH:4]=[C:25]([N:23]([CH3:22])[CH3:24])[C:10]2[C:11]([CH:12]=1)=[CH:6][CH:7]=[CH:8][CH:9]=2, predict the reactants needed to synthesize it. The reactants are: [CH3:1][O:2][C:3]1[CH:4]=C(N)[C:6]2[C:11]([CH:12]=1)=[CH:10][CH:9]=[CH:8][CH:7]=2.C([O-])([O-])=O.[K+].[K+].IC.[CH3:22][N:23]([CH:25]=O)[CH3:24]. (8) Given the product [CH2:20]([O:27][C:28]1[CH:36]=[C:35]2[C:31]([CH:32]=[N:33][NH:34]2)=[CH:30][C:29]=1[NH:37][C:2]1[C:3]2[C:10]3[CH2:11][CH2:12][CH:13]([C:15]([N:17]([CH3:19])[CH3:18])=[O:16])[CH2:14][C:9]=3[S:8][C:4]=2[N:5]=[CH:6][N:7]=1)[C:21]1[CH:22]=[CH:23][CH:24]=[CH:25][CH:26]=1, predict the reactants needed to synthesize it. The reactants are: Cl[C:2]1[C:3]2[C:10]3[CH2:11][CH2:12][CH:13]([C:15]([N:17]([CH3:19])[CH3:18])=[O:16])[CH2:14][C:9]=3[S:8][C:4]=2[N:5]=[CH:6][N:7]=1.[CH2:20]([O:27][C:28]1[CH:36]=[C:35]2[C:31]([CH:32]=[N:33][NH:34]2)=[CH:30][C:29]=1[NH2:37])[C:21]1[CH:26]=[CH:25][CH:24]=[CH:23][CH:22]=1.